This data is from Catalyst prediction with 721,799 reactions and 888 catalyst types from USPTO. The task is: Predict which catalyst facilitates the given reaction. (1) Reactant: [CH2:1]([N:4]1[C:12](=[O:13])[C:11]2[N:10]([CH2:14][O:15][CH2:16][CH2:17][Si:18]([CH3:21])([CH3:20])[CH3:19])[C:9]([C:22]3[CH:23]=[N:24][NH:25][CH:26]=3)=[N:8][C:7]=2[N:6]([CH2:27][CH2:28][CH3:29])[C:5]1=[O:30])[CH2:2][CH3:3].Br[CH2:32][CH:33]1[CH2:35][CH:34]1[C:36]1[CH:41]=[CH:40][CH:39]=[C:38]([C:42]([F:45])([F:44])[F:43])[CH:37]=1.C([O-])([O-])=O.[K+].[K+]. Product: [CH2:1]([N:4]1[C:12](=[O:13])[C:11]2[N:10]([CH2:14][O:15][CH2:16][CH2:17][Si:18]([CH3:20])([CH3:21])[CH3:19])[C:9]([C:22]3[CH:26]=[N:25][N:24]([CH2:32][CH:33]4[CH2:35][CH:34]4[C:36]4[CH:41]=[CH:40][CH:39]=[C:38]([C:42]([F:43])([F:44])[F:45])[CH:37]=4)[CH:23]=3)=[N:8][C:7]=2[N:6]([CH2:27][CH2:28][CH3:29])[C:5]1=[O:30])[CH2:2][CH3:3]. The catalyst class is: 21. (2) Reactant: [NH2:1][CH2:2][CH:3]([CH:5]1[CH2:9][CH2:8][CH2:7][O:6]1)[OH:4].[ClH:10]. Product: [ClH:10].[NH2:1][CH2:2][CH:3]([CH:5]1[CH2:9][CH2:8][CH2:7][O:6]1)[OH:4]. The catalyst class is: 27. (3) Reactant: [Cl:1][C:2]1[CH:3]=[C:4]2[C:8](=[CH:9][CH:10]=1)[NH:7][CH:6]=[CH:5]2.[H-].[Na+].[C:13]1([S:19](Cl)(=[O:21])=[O:20])[CH:18]=[CH:17][CH:16]=[CH:15][CH:14]=1.C([O-])(O)=O.[Na+]. Product: [C:13]1([S:19]([N:7]2[C:8]3[C:4](=[CH:3][C:2]([Cl:1])=[CH:10][CH:9]=3)[CH:5]=[CH:6]2)(=[O:21])=[O:20])[CH:18]=[CH:17][CH:16]=[CH:15][CH:14]=1. The catalyst class is: 3.